Dataset: Catalyst prediction with 721,799 reactions and 888 catalyst types from USPTO. Task: Predict which catalyst facilitates the given reaction. (1) Reactant: [NH2:1][C:2]1[CH:7]=[CH:6][C:5]([C@H:8]([N:14]([CH:16]([CH3:18])[CH3:17])[CH3:15])[C:9]([N:11]([CH3:13])[CH3:12])=[O:10])=[CH:4][CH:3]=1.Br[C:20]1[C:21](=[O:46])[N:22]([CH3:45])[CH:23]=[C:24]([C:26]2[C:27]([CH3:44])=[C:28]([NH:32][C:33]([C:35]3[S:39][C:38]4[CH2:40][CH2:41][CH2:42][CH2:43][C:37]=4[CH:36]=3)=[O:34])[CH:29]=[CH:30][CH:31]=2)[N:25]=1.C(=O)([O-])[O-].[Cs+].[Cs+].CC1(C)C2C(=C(P(C3C=CC=CC=3)C3C=CC=CC=3)C=CC=2)OC2C(P(C3C=CC=CC=3)C3C=CC=CC=3)=CC=CC1=2. Product: [CH3:13][N:11]([CH3:12])[C:9](=[O:10])[C@H:8]([C:5]1[CH:6]=[CH:7][C:2]([NH:1][C:20]2[C:21](=[O:46])[N:22]([CH3:45])[CH:23]=[C:24]([C:26]3[C:27]([CH3:44])=[C:28]([NH:32][C:33]([C:35]4[S:39][C:38]5[CH2:40][CH2:41][CH2:42][CH2:43][C:37]=5[CH:36]=4)=[O:34])[CH:29]=[CH:30][CH:31]=3)[N:25]=2)=[CH:3][CH:4]=1)[N:14]([CH:16]([CH3:18])[CH3:17])[CH3:15]. The catalyst class is: 102. (2) The catalyst class is: 36. Product: [NH2:1][C:2](=[O:25])[CH2:3][CH2:4][C:5]1[CH:6]=[C:7]([CH:22]=[CH:23][CH:24]=1)[CH2:8][NH:9][C:10]1[CH:15]=[CH:14][CH:13]=[CH:12][C:11]=1/[CH:16]=[CH:17]/[C:18]([NH:26][OH:27])=[O:19]. Reactant: [NH2:1][C:2](=[O:25])[CH2:3][CH2:4][C:5]1[CH:6]=[C:7]([CH:22]=[CH:23][CH:24]=1)[CH2:8][NH:9][C:10]1[CH:15]=[CH:14][CH:13]=[CH:12][C:11]=1/[CH:16]=[CH:17]/[C:18](OC)=[O:19].[NH2:26][OH:27].[OH-].[Na+]. (3) Reactant: FC(F)(F)S(O[CH2:7][C:8]([F:11])([F:10])[F:9])(=O)=O.[NH2:14][C:15]1[CH:20]=[CH:19][CH:18]=[CH:17][CH:16]=1. Product: [F:9][C:8]([F:11])([F:10])[CH2:7][NH:14][C:15]1[CH:20]=[CH:19][CH:18]=[CH:17][CH:16]=1. The catalyst class is: 113. (4) Reactant: Br[C:2]1[CH:3]=[CH:4][C:5]([CH2:8][C:9]([O:11][CH3:12])=[O:10])=[N:6][CH:7]=1.[CH3:13][C:14]1([CH3:30])[C:18]([CH3:20])([CH3:19])[O:17][B:16]([B:16]2[O:17][C:18]([CH3:20])([CH3:19])[C:14]([CH3:30])([CH3:13])[O:15]2)[O:15]1.CC([O-])=O.[K+]. Product: [CH3:13][C:14]1([CH3:30])[C:18]([CH3:20])([CH3:19])[O:17][B:16]([C:2]2[CH:3]=[CH:4][C:5]([CH2:8][C:9]([O:11][CH3:12])=[O:10])=[N:6][CH:7]=2)[O:15]1. The catalyst class is: 75. (5) Reactant: [CH2:1]([O:3][C:4]1[CH:5]=[C:6]([CH2:12][OH:13])[CH:7]=[C:8]([CH2:10][OH:11])[CH:9]=1)[CH3:2]. Product: [CH2:1]([O:3][C:4]1[CH:5]=[C:6]([CH:7]=[C:8]([CH2:10][OH:11])[CH:9]=1)[CH:12]=[O:13])[CH3:2]. The catalyst class is: 177. (6) Reactant: [F:1][C:2]1[CH:3]=[C:4]([CH:7]=[CH:8][C:9]=1[OH:10])[C:5]#[N:6].Br[CH2:12][CH2:13][CH2:14][C:15]([O:17][CH2:18][CH3:19])=[O:16].C(=O)([O-])[O-].[K+].[K+]. Product: [C:5]([C:4]1[CH:7]=[CH:8][C:9]([O:10][CH2:12][CH2:13][CH2:14][C:15]([O:17][CH2:18][CH3:19])=[O:16])=[C:2]([F:1])[CH:3]=1)#[N:6]. The catalyst class is: 31. (7) Reactant: [CH3:1][N:2]1[C:7](=[O:8])[C:6]2[C:9]([C:30]3[CH:35]=[CH:34][CH:33]=[CH:32][CH:31]=3)=[C:10]([C:12]3[CH:17]=[CH:16][C:15]([C:18]4([NH:22][C:23](=[O:29])[O:24][C:25]([CH3:28])([CH3:27])[CH3:26])[CH2:21][CH2:20][CH2:19]4)=[CH:14][CH:13]=3)[O:11][C:5]=2[N:4]=[C:3]1S(C)(=O)=O.[NH:40]1[CH2:45][CH2:44][CH:43]([OH:46])[CH2:42][CH2:41]1. Product: [OH:46][CH:43]1[CH2:44][CH2:45][N:40]([C:3]2[N:2]([CH3:1])[C:7](=[O:8])[C:6]3[C:9]([C:30]4[CH:35]=[CH:34][CH:33]=[CH:32][CH:31]=4)=[C:10]([C:12]4[CH:13]=[CH:14][C:15]([C:18]5([NH:22][C:23](=[O:29])[O:24][C:25]([CH3:28])([CH3:26])[CH3:27])[CH2:19][CH2:20][CH2:21]5)=[CH:16][CH:17]=4)[O:11][C:5]=3[N:4]=2)[CH2:41][CH2:42]1. The catalyst class is: 1. (8) Reactant: Cl[C:2](Cl)(Cl)[CH:3]([OH:5])O.S([O-])([O-])(=O)=O.[Na+].[Na+].S(O)(O)(=O)=O.[NH2:20][OH:21].[CH3:22][C:23]1[C:28]([C:29]([F:32])([F:31])[F:30])=[CH:27][CH:26]=[CH:25][C:24]=1[NH2:33].Cl. Product: [OH:21][N:20]=[CH:2][C:3]([NH:33][C:24]1[CH:25]=[CH:26][CH:27]=[C:28]([C:29]([F:30])([F:31])[F:32])[C:23]=1[CH3:22])=[O:5]. The catalyst class is: 6.